Task: Predict the reactants needed to synthesize the given product.. Dataset: Retrosynthesis with 50K atom-mapped reactions and 10 reaction types from USPTO (1) The reactants are: CC1(C)CCC(C)(C)c2cc(C(=O)COc3ccc(C(=O)O)c(O)c3)ccc21.CCOC(C)=O. Given the product CCOC(=O)c1ccc(OCC(=O)c2ccc3c(c2)C(C)(C)CCC3(C)C)cc1O, predict the reactants needed to synthesize it. (2) Given the product CC(C)(C)C1CCC(CC(=O)O)CC1, predict the reactants needed to synthesize it. The reactants are: COC(=O)CC1CCC(C(C)(C)C)CC1.